From a dataset of Full USPTO retrosynthesis dataset with 1.9M reactions from patents (1976-2016). Predict the reactants needed to synthesize the given product. (1) Given the product [F:12][C:11]([F:14])([F:13])[C:10]1[N:5]2[N:4]=[CH:3][C:2]([C:30]#[C:29][Si:26]([CH3:28])([CH3:27])[CH3:25])=[C:6]2[N:7]=[C:8]([C:15]2[CH:20]=[CH:19][C:18]([C:21]([F:24])([F:23])[F:22])=[CH:17][CH:16]=2)[CH:9]=1, predict the reactants needed to synthesize it. The reactants are: I[C:2]1[CH:3]=[N:4][N:5]2[C:10]([C:11]([F:14])([F:13])[F:12])=[CH:9][C:8]([C:15]3[CH:20]=[CH:19][C:18]([C:21]([F:24])([F:23])[F:22])=[CH:17][CH:16]=3)=[N:7][C:6]=12.[CH3:25][Si:26]([C:29]#[CH:30])([CH3:28])[CH3:27]. (2) Given the product [CH3:1][O:2][C:3]1[CH:4]=[C:5]([CH:11]=[CH:12][C:13]=1[O:14][CH2:32][CH:33]1[CH2:38][CH2:37][N:36]([C:39]([O:41][C:42]([CH3:43])([CH3:45])[CH3:44])=[O:40])[CH2:35][CH2:34]1)[C:6]([O:8][CH2:9][CH3:10])=[O:7], predict the reactants needed to synthesize it. The reactants are: [CH3:1][O:2][C:3]1[CH:4]=[C:5]([CH:11]=[CH:12][C:13]=1[OH:14])[C:6]([O:8][CH2:9][CH3:10])=[O:7].C(=O)([O-])[O-].[K+].[K+].CC1C=CC(S(O[CH2:32][CH:33]2[CH2:38][CH2:37][N:36]([C:39]([O:41][C:42]([CH3:45])([CH3:44])[CH3:43])=[O:40])[CH2:35][CH2:34]2)(=O)=O)=CC=1.